Regression. Given two drug SMILES strings and cell line genomic features, predict the synergy score measuring deviation from expected non-interaction effect. From a dataset of NCI-60 drug combinations with 297,098 pairs across 59 cell lines. (1) Drug 1: CC1C(C(=O)NC(C(=O)N2CCCC2C(=O)N(CC(=O)N(C(C(=O)O1)C(C)C)C)C)C(C)C)NC(=O)C3=C4C(=C(C=C3)C)OC5=C(C(=O)C(=C(C5=N4)C(=O)NC6C(OC(=O)C(N(C(=O)CN(C(=O)C7CCCN7C(=O)C(NC6=O)C(C)C)C)C)C(C)C)C)N)C. Drug 2: C1CN(CCN1C(=O)CCBr)C(=O)CCBr. Cell line: SK-OV-3. Synergy scores: CSS=5.04, Synergy_ZIP=-6.22, Synergy_Bliss=-4.39, Synergy_Loewe=-10.6, Synergy_HSA=-4.58. (2) Drug 1: CNC(=O)C1=CC=CC=C1SC2=CC3=C(C=C2)C(=NN3)C=CC4=CC=CC=N4. Drug 2: CC1C(C(=O)NC(C(=O)N2CCCC2C(=O)N(CC(=O)N(C(C(=O)O1)C(C)C)C)C)C(C)C)NC(=O)C3=C4C(=C(C=C3)C)OC5=C(C(=O)C(=C(C5=N4)C(=O)NC6C(OC(=O)C(N(C(=O)CN(C(=O)C7CCCN7C(=O)C(NC6=O)C(C)C)C)C)C(C)C)C)N)C. Cell line: SK-MEL-5. Synergy scores: CSS=-1.39, Synergy_ZIP=10.2, Synergy_Bliss=13.2, Synergy_Loewe=5.67, Synergy_HSA=6.61. (3) Drug 1: C1=CN(C(=O)N=C1N)C2C(C(C(O2)CO)O)O.Cl. Drug 2: C1CC(=O)NC(=O)C1N2C(=O)C3=CC=CC=C3C2=O. Cell line: SNB-75. Synergy scores: CSS=1.41, Synergy_ZIP=-0.891, Synergy_Bliss=-0.394, Synergy_Loewe=-0.911, Synergy_HSA=-0.427. (4) Drug 1: CC1=C(C(=CC=C1)Cl)NC(=O)C2=CN=C(S2)NC3=CC(=NC(=N3)C)N4CCN(CC4)CCO. Drug 2: C1=NC2=C(N1)C(=S)N=CN2. Cell line: RPMI-8226. Synergy scores: CSS=37.1, Synergy_ZIP=32.4, Synergy_Bliss=39.0, Synergy_Loewe=-8.36, Synergy_HSA=-1.68. (5) Drug 2: CCC1(CC2CC(C3=C(CCN(C2)C1)C4=CC=CC=C4N3)(C5=C(C=C6C(=C5)C78CCN9C7C(C=CC9)(C(C(C8N6C=O)(C(=O)OC)O)OC(=O)C)CC)OC)C(=O)OC)O.OS(=O)(=O)O. Drug 1: C1=C(C(=O)NC(=O)N1)N(CCCl)CCCl. Synergy scores: CSS=39.8, Synergy_ZIP=14.2, Synergy_Bliss=13.8, Synergy_Loewe=10.9, Synergy_HSA=11.3. Cell line: NCI-H460. (6) Drug 1: C1CN(P(=O)(OC1)NCCCl)CCCl. Drug 2: C1C(C(OC1N2C=NC(=NC2=O)N)CO)O. Cell line: BT-549. Synergy scores: CSS=11.9, Synergy_ZIP=0.602, Synergy_Bliss=0.933, Synergy_Loewe=-18.2, Synergy_HSA=-3.02.